From a dataset of Forward reaction prediction with 1.9M reactions from USPTO patents (1976-2016). Predict the product of the given reaction. (1) Given the reactants [Cl:1][C:2]1[C:7]([C:8]2[N:12]([S:13]([C:16]3[CH:17]=[N:18][CH:19]=[CH:20][CH:21]=3)(=[O:15])=[O:14])[CH:11]=[C:10]([CH2:22][N:23](C)[C:24](=O)OC(C)(C)C)[C:9]=2[F:32])=[CH:6][CH:5]=[CH:4][N:3]=1.[C:33]([O:36]CC)(=[O:35])[CH3:34].Cl.[C:40]([O:43]CC)(=[O:42])[CH3:41], predict the reaction product. The product is: [C:40]([OH:43])(=[O:42])/[CH:41]=[CH:34]/[C:33]([OH:36])=[O:35].[Cl:1][C:2]1[C:7]([C:8]2[N:12]([S:13]([C:16]3[CH:17]=[N:18][CH:19]=[CH:20][CH:21]=3)(=[O:14])=[O:15])[CH:11]=[C:10]([CH2:22][NH:23][CH3:24])[C:9]=2[F:32])=[CH:6][CH:5]=[CH:4][N:3]=1. (2) Given the reactants [C:1]1([C:7]2[CH:14]=[CH:13][C:10]([CH:11]=O)=[CH:9][CH:8]=2)[CH:6]=[CH:5][CH:4]=[CH:3][CH:2]=1.[NH2:15][OH:16].Cl.N1C=CC=CC=1, predict the reaction product. The product is: [C:7]1([C:1]2[CH:6]=[CH:5][CH:4]=[CH:3][CH:2]=2)[CH:14]=[CH:13][C:10]([CH:11]=[N:15][OH:16])=[CH:9][CH:8]=1. (3) Given the reactants CN.[Cl:3][C:4]1[CH:5]=[C:6]([CH:9]=[C:10]([N:12]2[CH2:17][CH2:16][C:15](=O)[CH2:14][CH2:13]2)[N:11]=1)[C:7]#[N:8].ClC1C=C(C=C(N2CCC(O)CC2)N=1)[C:23]#[N:24].C(O[BH-](OC(=O)C)OC(=O)C)(=O)C.[Na+], predict the reaction product. The product is: [Cl:3][C:4]1[CH:5]=[C:6]([CH:9]=[C:10]([N:12]2[CH2:17][CH2:16][CH:15]([NH:24][CH3:23])[CH2:14][CH2:13]2)[N:11]=1)[C:7]#[N:8].